This data is from Catalyst prediction with 721,799 reactions and 888 catalyst types from USPTO. The task is: Predict which catalyst facilitates the given reaction. (1) Reactant: [NH2:1][C:2]1[CH:3]=[C:4]2[C:8](=[CH:9][CH:10]=1)[N:7]([CH2:11][CH2:12][C:13]([NH:16][CH2:17][C@@H:18]([C:20]1[CH:21]=[C:22]([NH:26][S:27]([C:30]3[CH:35]=[CH:34][CH:33]=[CH:32][CH:31]=3)(=[O:29])=[O:28])[CH:23]=[CH:24][CH:25]=1)[OH:19])([CH3:15])[CH3:14])[CH:6]=[CH:5]2.N1C=CC=CC=1.[Cl-].[C:43](OC)(=[O:47])[C:44]([O-:46])=[O:45].[OH-].[Na+].C(O)(C(F)(F)F)=O. Product: [C:30]1([S:27]([NH:26][C:22]2[CH:21]=[C:20]([C@@H:18]([OH:19])[CH2:17][NH:16][C:13]([CH3:14])([CH3:15])[CH2:12][CH2:11][N:7]3[C:8]4[C:4](=[CH:3][C:2]([NH:1][C:43](=[O:47])[C:44]([OH:46])=[O:45])=[CH:10][CH:9]=4)[CH:5]=[CH:6]3)[CH:25]=[CH:24][CH:23]=2)(=[O:29])=[O:28])[CH:35]=[CH:34][CH:33]=[CH:32][CH:31]=1. The catalyst class is: 36. (2) Reactant: Cl[CH2:2][C:3]1[CH:8]=[CH:7][C:6]([C@H:9]([C:27]2[CH:32]=[CH:31][C:30]([Cl:33])=[CH:29][CH:28]=2)[N:10]2[CH2:13][C:12](=[C:14]([C:19]3[CH:24]=[C:23]([F:25])[CH:22]=[C:21]([F:26])[CH:20]=3)[S:15]([CH3:18])(=[O:17])=[O:16])[CH2:11]2)=[CH:5][CH:4]=1.[NH:34]1[CH2:39][CH2:38][S:37][CH2:36][CH2:35]1. Product: [Cl:33][C:30]1[CH:31]=[CH:32][C:27]([C@@H:9]([C:6]2[CH:5]=[CH:4][C:3]([CH2:2][N:34]3[CH2:39][CH2:38][S:37][CH2:36][CH2:35]3)=[CH:8][CH:7]=2)[N:10]2[CH2:13][C:12](=[C:14]([C:19]3[CH:20]=[C:21]([F:26])[CH:22]=[C:23]([F:25])[CH:24]=3)[S:15]([CH3:18])(=[O:16])=[O:17])[CH2:11]2)=[CH:28][CH:29]=1. The catalyst class is: 4. (3) Reactant: [Br:1][C:2]1[CH:7]=[CH:6][C:5]([C:8]#[CH:9])=[C:4]([F:10])[CH:3]=1.[Li+].CC([N-]C(C)C)C.C1CCCCC1.Cl[C:26]([O:28][CH2:29][CH3:30])=[O:27]. Product: [CH2:29]([O:28][C:26](=[O:27])[C:9]#[C:8][C:5]1[CH:6]=[CH:7][C:2]([Br:1])=[CH:3][C:4]=1[F:10])[CH3:30]. The catalyst class is: 1. (4) Reactant: C(=O)([O-])[O-].[Cs+].[Cs+].[N:7]#[C:8]Br.[N:10]1([C:19](=[O:34])[CH2:20][C:21]2[NH:26][C:25](=[O:27])[CH:24]=[C:23]([N:28]3[CH2:33][CH2:32][O:31][CH2:30][CH2:29]3)[N:22]=2)[C:18]2[C:13](=[CH:14][CH:15]=[CH:16][CH:17]=2)[CH2:12][CH2:11]1. Product: [N:10]1([C:19](=[O:34])[CH2:20][C:21]2[N:26]([C:8]#[N:7])[C:25](=[O:27])[CH:24]=[C:23]([N:28]3[CH2:29][CH2:30][O:31][CH2:32][CH2:33]3)[N:22]=2)[C:18]2[C:13](=[CH:14][CH:15]=[CH:16][CH:17]=2)[CH2:12][CH2:11]1. The catalyst class is: 12. (5) Reactant: [O:1]=[C:2]1[NH:10][C:5]2=[N:6][CH:7]=[CH:8][CH:9]=[C:4]2[N:3]1[CH:11]1[CH2:16][CH2:15][N:14]([C:17]2[N:22]=[CH:21][N:20]=[C:19]([C:23](O)=[O:24])[CH:18]=2)[CH2:13][CH2:12]1.[F:26][C:27]1[CH:28]=[C:29]2[C:33](=[CH:34][CH:35]=1)[NH:32][CH2:31][CH:30]2[CH2:36][C:37]([O:39][CH3:40])=[O:38].CN(C(ON1N=NC2C=CC=CC1=2)=[N+](C)C)C.[B-](F)(F)(F)F.C(N(CC)CC)C. Product: [F:26][C:27]1[CH:28]=[C:29]2[C:33](=[CH:34][CH:35]=1)[N:32]([C:23]([C:19]1[CH:18]=[C:17]([N:14]3[CH2:13][CH2:12][CH:11]([N:3]4[C:4]5[C:5](=[N:6][CH:7]=[CH:8][CH:9]=5)[NH:10][C:2]4=[O:1])[CH2:16][CH2:15]3)[N:22]=[CH:21][N:20]=1)=[O:24])[CH2:31][CH:30]2[CH2:36][C:37]([O:39][CH3:40])=[O:38]. The catalyst class is: 3.